Dataset: Forward reaction prediction with 1.9M reactions from USPTO patents (1976-2016). Task: Predict the product of the given reaction. Given the reactants [Cl:1][C:2]1[C:7]2[C:8](=[O:13])OC(=O)[NH:11][C:6]=2[CH:5]=[CH:4][CH:3]=1.O1CCOCC1.[NH2:20][C:21]1[CH:26]=[CH:25][CH:24]=[CH:23][CH:22]=1, predict the reaction product. The product is: [NH2:11][C:6]1[CH:5]=[CH:4][CH:3]=[C:2]([Cl:1])[C:7]=1[C:8]([NH:20][C:21]1[CH:26]=[CH:25][CH:24]=[CH:23][CH:22]=1)=[O:13].